Dataset: Catalyst prediction with 721,799 reactions and 888 catalyst types from USPTO. Task: Predict which catalyst facilitates the given reaction. (1) Reactant: [CH3:1][S:2][C:3]1[CH:8]=[CH:7][C:6]([NH:9][C:10]2[CH:11]=[C:12]([CH:17]=[CH:18][N:19]=2)[C:13]([NH:15][NH2:16])=[O:14])=[CH:5][CH:4]=1.[C:20]([O:23][C:24]([CH3:29])([CH3:28])[C:25](Cl)=[O:26])(=[O:22])[CH3:21]. Product: [C:20]([O:23][C:24]([CH3:29])([CH3:28])[C:25]([NH:16][NH:15][C:13](=[O:14])[C:12]1[CH:17]=[CH:18][N:19]=[C:10]([NH:9][C:6]2[CH:7]=[CH:8][C:3]([S:2][CH3:1])=[CH:4][CH:5]=2)[CH:11]=1)=[O:26])(=[O:22])[CH3:21]. The catalyst class is: 675. (2) Reactant: [CH2:1]([NH:8][CH2:9][CH:10]([CH2:21][OH:22])[CH:11]([C:13]1[CH:18]=[CH:17][C:16]([Cl:19])=[C:15]([Cl:20])[CH:14]=1)[OH:12])[C:2]1[CH:7]=[CH:6][CH:5]=[CH:4][CH:3]=1.[C:23]([Si:27](Cl)([CH3:29])[CH3:28])([CH3:26])([CH3:25])[CH3:24].N1C=CN=C1. Product: [CH2:1]([NH:8][CH2:9][CH:10]([CH2:21][O:22][Si:27]([C:23]([CH3:26])([CH3:25])[CH3:24])([CH3:29])[CH3:28])[CH:11]([C:13]1[CH:18]=[CH:17][C:16]([Cl:19])=[C:15]([Cl:20])[CH:14]=1)[OH:12])[C:2]1[CH:7]=[CH:6][CH:5]=[CH:4][CH:3]=1. The catalyst class is: 3. (3) Reactant: Cl[CH:2]([C:14]1[CH:19]=[CH:18][CH:17]=[CH:16][CH:15]=1)[C:3]([C:5]1[C:13]2[C:8](=[CH:9][CH:10]=[CH:11][CH:12]=2)[NH:7][CH:6]=1)=[O:4].[O:20]1[CH:24]=[CH:23][CH:22]=[C:21]1[CH2:25][NH2:26].CCN(C(C)C)C(C)C. Product: [O:20]1[CH:24]=[CH:23][CH:22]=[C:21]1[CH2:25][NH:26][CH:2]([C:14]1[CH:19]=[CH:18][CH:17]=[CH:16][CH:15]=1)[C:3]([C:5]1[C:13]2[C:8](=[CH:9][CH:10]=[CH:11][CH:12]=2)[NH:7][CH:6]=1)=[O:4]. The catalyst class is: 10. (4) Reactant: C([N:8]1[CH2:13][CH2:12][N:11]([C:14]2[CH:15]=[C:16]([O:25][CH3:26])[CH:17]=[C:18]3[C:23]=2[N:22]=[C:21]([CH3:24])[CH:20]=[CH:19]3)[CH2:10][CH2:9]1)C1C=CC=CC=1.C([O-])=O.[NH4+].CCOC(C)=O.CCCCCC. Product: [CH3:26][O:25][C:16]1[CH:17]=[C:18]2[C:23](=[C:14]([N:11]3[CH2:10][CH2:9][NH:8][CH2:13][CH2:12]3)[CH:15]=1)[N:22]=[C:21]([CH3:24])[CH:20]=[CH:19]2. The catalyst class is: 19. (5) Reactant: [Cl:1][C:2]1[C:10]([CH3:11])=[CH:9][C:5]2[N:6]=[CH:7][NH:8][C:4]=2[CH:3]=1.O([Si](C)(C)C)S(C(F)(F)F)(=O)=O.C(O[C@@H:28]1[O:45][CH2:44][C@@H:39]([O:40][C:41](=[O:43])[CH3:42])[C@@H:34]([O:35][C:36](=[O:38])[CH3:37])[C@H:29]1[O:30][C:31](=[O:33])[CH3:32])(=O)C.C(=O)(O)[O-].[Na+]. Product: [Cl:1][C:2]1[C:10]([CH3:11])=[CH:9][C:5]2[N:6]([C@@H:44]3[O:45][CH2:28][C@@H:29]([O:30][C:31](=[O:33])[CH3:32])[C@@H:34]([O:35][C:36](=[O:38])[CH3:37])[C@H:39]3[O:40][C:41](=[O:43])[CH3:42])[CH:7]=[N:8][C:4]=2[CH:3]=1. The catalyst class is: 26.